Predict which catalyst facilitates the given reaction. From a dataset of Catalyst prediction with 721,799 reactions and 888 catalyst types from USPTO. (1) Reactant: FC(F)(F)S(O[C:7]1[N:8]=[C:9]([CH3:21])[C:10]2[C:15]([CH:16]=1)=[CH:14][C:13]([O:17][CH3:18])=[C:12]([O:19][CH3:20])[CH:11]=2)(=O)=O.[Cl:24][C:25]1[CH:26]=[C:27](B(O)O)[CH:28]=[CH:29][C:30]=1[Cl:31].C([O-])([O-])=O.[Na+].[Na+].CCOC(C)=O. Product: [Cl:24][C:25]1[CH:26]=[C:27]([C:7]2[N:8]=[C:9]([CH3:21])[C:10]3[C:15]([CH:16]=2)=[CH:14][C:13]([O:17][CH3:18])=[C:12]([O:19][CH3:20])[CH:11]=3)[CH:28]=[CH:29][C:30]=1[Cl:31]. The catalyst class is: 11. (2) Reactant: [NH2:1][C:2]1[CH:7]=[CH:6][N:5]=[C:4]([Br:8])[C:3]=1[OH:9].CCO[C:13]([S-])=[S:14].[K+]. Product: [Br:8][C:4]1[C:3]2[O:9][C:13]([SH:14])=[N:1][C:2]=2[CH:7]=[CH:6][N:5]=1. The catalyst class is: 14. (3) Reactant: C[Si](C)(C)CCOC[N:7](COCC[Si](C)(C)C)[C:8]1[N:13]2[N:14]=[CH:15][C:16]([C:17]3[CH:18]=[N:19][C:20]4[C:25]([CH:26]=3)=[CH:24][CH:23]=[CH:22][CH:21]=4)=[C:12]2[N:11]=[C:10]([CH:27]2[CH2:32][N:31](C(OC(C)(C)C)=O)[CH:30]([C:40]([O:42]C(C)(C)C)=[O:41])[CH2:29][CH2:28]2)[CH:9]=1.Cl. Product: [NH2:7][C:8]1[N:13]2[N:14]=[CH:15][C:16]([C:17]3[CH:18]=[N:19][C:20]4[C:25]([CH:26]=3)=[CH:24][CH:23]=[CH:22][CH:21]=4)=[C:12]2[N:11]=[C:10]([CH:27]2[CH2:32][NH:31][CH:30]([C:40]([OH:42])=[O:41])[CH2:29][CH2:28]2)[CH:9]=1. The catalyst class is: 8.